From a dataset of Reaction yield outcomes from USPTO patents with 853,638 reactions. Predict the reaction yield, written as a fraction of the theoretical maximum amount of product (1.0 means a 100% yield; for example, 0.34 means a 34% yield). The reactants are C1(C)C=CC(S(O)(=O)=O)=CC=1.C1C=CC=CC=1.[Cl-].[N:19]1[CH:24]=[CH:23][C:22]([N+:19]2[CH:24]=[CH:23][CH:22]=[CH:21][CH:20]=2)=[CH:21][CH:20]=1.[NH2:31][C:32]1[CH:40]=[CH:39][C:35]([C:36]([OH:38])=[O:37])=[CH:34][CH:33]=1. The catalyst is CC(O)=O.CN1CCCC1=O. The product is [N:19]1[CH:24]=[CH:23][C:22]([NH:31][C:32]2[CH:40]=[CH:39][C:35]([C:36]([OH:38])=[O:37])=[CH:34][CH:33]=2)=[CH:21][CH:20]=1. The yield is 0.320.